Dataset: Reaction yield outcomes from USPTO patents with 853,638 reactions. Task: Predict the reaction yield, written as a fraction of the theoretical maximum amount of product (1.0 means a 100% yield; for example, 0.34 means a 34% yield). (1) The reactants are [NH:1]1[CH2:6][CH2:5][CH2:4][C@H:3]([C:7]2[CH:8]=[CH:9][C:10]([CH3:18])=[C:11]([CH:17]=2)[C:12]([O:14][CH2:15][CH3:16])=[O:13])[CH2:2]1.C(O)(=O)[C@H]([C@@H](C(O)=O)O)O.[F:29][C:30]([F:47])([F:46])[C:31]1[CH:45]=[CH:44][C:34]([CH2:35][O:36][C:37](N2C=CN=C2)=[O:38])=[CH:33][CH:32]=1.Cl. The catalyst is C(OCC)(=O)C.O. The product is [F:29][C:30]([F:46])([F:47])[C:31]1[CH:45]=[CH:44][C:34]([CH2:35][O:36][C:37]([N:1]2[CH2:6][CH2:5][CH2:4][C@H:3]([C:7]3[CH:8]=[CH:9][C:10]([CH3:18])=[C:11]([C:12]([O:14][CH2:15][CH3:16])=[O:13])[CH:17]=3)[CH2:2]2)=[O:38])=[CH:33][CH:32]=1. The yield is 0.930. (2) The reactants are [Cl:1][C:2]1[CH:3]=[N:4][CH:5]=[C:6]([Cl:9])[C:7]=1[NH2:8].CCN(C(C)C)C(C)C.[C:19](Cl)(Cl)=[S:20]. The catalyst is C(Cl)Cl. The product is [Cl:1][C:2]1[CH:3]=[N:4][CH:5]=[C:6]([Cl:9])[C:7]=1[N:8]=[C:19]=[S:20]. The yield is 0.310. (3) The reactants are FC(F)(F)C(O)=O.[Cl:8][C:9]1[C:10]([F:39])=[C:11]([CH:15]2[C:19]([C:22]3[CH:27]=[CH:26][C:25]([Cl:28])=[CH:24][C:23]=3[F:29])([C:20]#[N:21])[CH:18]([CH2:30][C:31]([CH3:35])([CH3:34])[CH2:32][OH:33])[NH:17][CH:16]2[C:36](O)=[O:37])[CH:12]=[CH:13][CH:14]=1.[NH2:40][C:41]1[CH:45]=[CH:44][N:43]([CH2:46][C:47]([CH3:50])([OH:49])[CH3:48])[N:42]=1.CCN=C=NCCCN(C)C.C1C=CC2N(O)N=NC=2C=1.CCN(CC)CC. The catalyst is C(Cl)Cl. The product is [OH:49][C:47]([CH3:50])([CH3:48])[CH2:46][N:43]1[CH:44]=[CH:45][C:41]([NH:40][C:36]([CH:16]2[CH:15]([C:11]3[CH:12]=[CH:13][CH:14]=[C:9]([Cl:8])[C:10]=3[F:39])[C:19]([C:22]3[CH:27]=[CH:26][C:25]([Cl:28])=[CH:24][C:23]=3[F:29])([C:20]#[N:21])[CH:18]([CH2:30][C:31]([CH3:35])([CH3:34])[CH2:32][OH:33])[NH:17]2)=[O:37])=[N:42]1. The yield is 0.200. (4) The reactants are [NH:1]1[CH2:4][CH:3]([CH2:5][C:6]2[N:7]([C:12]3[CH:17]=[CH:16][C:15]([C:18]4[CH:27]=[C:26]5[C:21]([CH:22]=[CH:23][CH:24]=[N:25]5)=[CH:20][CH:19]=4)=[CH:14][C:13]=3[F:28])[C:8](=[O:11])[NH:9][N:10]=2)[CH2:2]1.[CH3:29][C:30]1([C:33](O)=[O:34])[CH2:32][CH2:31]1.Cl.CN(C)CCCN=C=NCC.C(N(CC)C(C)C)(C)C.N1(O)C2C=CC=CC=2N=N1. The catalyst is CN(C)C=O. The product is [F:28][C:13]1[CH:14]=[C:15]([C:18]2[CH:27]=[C:26]3[C:21]([CH:22]=[CH:23][CH:24]=[N:25]3)=[CH:20][CH:19]=2)[CH:16]=[CH:17][C:12]=1[N:7]1[C:6]([CH2:5][CH:3]2[CH2:4][N:1]([C:33]([C:30]3([CH3:29])[CH2:32][CH2:31]3)=[O:34])[CH2:2]2)=[N:10][NH:9][C:8]1=[O:11]. The yield is 0.0920. (5) The reactants are [Cl:1][C:2]1[C:10]2[N:9]=[C:8]([NH:11][C:12]3[C:17]([Cl:18])=[CH:16][C:15]([Cl:19])=[CH:14][C:13]=3[Cl:20])[N:7]([CH2:21][CH2:22][CH2:23]O)[C:6]=2[C:5]([C:25]([O:27][CH3:28])=[O:26])=[CH:4][CH:3]=1.C(N(CC)CC)C.CS(Cl)(=O)=O.C(=O)([O-])[O-].[K+].[K+]. The catalyst is O1CCCC1.C(OCC)(=O)C.CN(C)C=O. The product is [Cl:1][C:2]1[CH:3]=[CH:4][C:5]([C:25]([O:27][CH3:28])=[O:26])=[C:6]2[C:10]=1[N:9]=[C:8]1[N:11]([C:12]3[C:13]([Cl:20])=[CH:14][C:15]([Cl:19])=[CH:16][C:17]=3[Cl:18])[CH2:23][CH2:22][CH2:21][N:7]21. The yield is 0.870.